Dataset: NCI-60 drug combinations with 297,098 pairs across 59 cell lines. Task: Regression. Given two drug SMILES strings and cell line genomic features, predict the synergy score measuring deviation from expected non-interaction effect. (1) Drug 1: CC(CN1CC(=O)NC(=O)C1)N2CC(=O)NC(=O)C2. Drug 2: C1CCC(CC1)NC(=O)N(CCCl)N=O. Cell line: OVCAR-5. Synergy scores: CSS=27.9, Synergy_ZIP=-1.15, Synergy_Bliss=5.26, Synergy_Loewe=-1.86, Synergy_HSA=5.52. (2) Drug 1: CCN(CC)CCNC(=O)C1=C(NC(=C1C)C=C2C3=C(C=CC(=C3)F)NC2=O)C. Drug 2: C1CNP(=O)(OC1)N(CCCl)CCCl. Cell line: SNB-19. Synergy scores: CSS=-3.67, Synergy_ZIP=0.649, Synergy_Bliss=-2.99, Synergy_Loewe=-1.86, Synergy_HSA=-6.02. (3) Drug 1: C1=C(C(=O)NC(=O)N1)N(CCCl)CCCl. Drug 2: C(CN)CNCCSP(=O)(O)O. Cell line: MCF7. Synergy scores: CSS=29.9, Synergy_ZIP=0.997, Synergy_Bliss=1.39, Synergy_Loewe=-33.9, Synergy_HSA=-1.35. (4) Drug 1: CNC(=O)C1=CC=CC=C1SC2=CC3=C(C=C2)C(=NN3)C=CC4=CC=CC=N4. Drug 2: CC12CCC(CC1=CCC3C2CCC4(C3CC=C4C5=CN=CC=C5)C)O. Cell line: OVCAR-8. Synergy scores: CSS=-5.74, Synergy_ZIP=5.50, Synergy_Bliss=1.28, Synergy_Loewe=-0.449, Synergy_HSA=-0.339. (5) Drug 1: COC1=C(C=C2C(=C1)N=CN=C2NC3=CC(=C(C=C3)F)Cl)OCCCN4CCOCC4. Drug 2: CN1C2=C(C=C(C=C2)N(CCCl)CCCl)N=C1CCCC(=O)O.Cl. Synergy scores: CSS=17.5, Synergy_ZIP=-4.91, Synergy_Bliss=1.22, Synergy_Loewe=-16.4, Synergy_HSA=0.0397. Cell line: SK-MEL-2. (6) Drug 2: C1=CC(=CC=C1CCCC(=O)O)N(CCCl)CCCl. Synergy scores: CSS=27.2, Synergy_ZIP=-7.96, Synergy_Bliss=-4.92, Synergy_Loewe=-10.4, Synergy_HSA=-2.43. Cell line: HOP-92. Drug 1: C1CN1C2=NC(=NC(=N2)N3CC3)N4CC4. (7) Drug 1: CC1C(C(CC(O1)OC2CC(CC3=C2C(=C4C(=C3O)C(=O)C5=C(C4=O)C(=CC=C5)OC)O)(C(=O)CO)O)N)O.Cl. Drug 2: COCCOC1=C(C=C2C(=C1)C(=NC=N2)NC3=CC=CC(=C3)C#C)OCCOC.Cl. Cell line: SF-539. Synergy scores: CSS=9.07, Synergy_ZIP=0.176, Synergy_Bliss=2.37, Synergy_Loewe=5.71, Synergy_HSA=4.22. (8) Synergy scores: CSS=-6.56, Synergy_ZIP=-1.93, Synergy_Bliss=-11.0, Synergy_Loewe=-16.1, Synergy_HSA=-12.6. Drug 2: CN1C2=C(C=C(C=C2)N(CCCl)CCCl)N=C1CCCC(=O)O.Cl. Drug 1: CS(=O)(=O)CCNCC1=CC=C(O1)C2=CC3=C(C=C2)N=CN=C3NC4=CC(=C(C=C4)OCC5=CC(=CC=C5)F)Cl. Cell line: HCT116. (9) Drug 2: C1C(C(OC1N2C=NC3=C2NC=NCC3O)CO)O. Cell line: BT-549. Drug 1: C1C(C(OC1N2C=C(C(=O)NC2=O)F)CO)O. Synergy scores: CSS=8.94, Synergy_ZIP=-2.74, Synergy_Bliss=1.83, Synergy_Loewe=-4.88, Synergy_HSA=-0.295.